Dataset: Forward reaction prediction with 1.9M reactions from USPTO patents (1976-2016). Task: Predict the product of the given reaction. (1) The product is: [F:52][C:2]([F:1])([F:51])[C:3]1[CH:4]=[C:5]([C@H:13]2[O:17][C:16](=[O:18])[N:15]([CH2:19][C:20]3[CH:25]=[C:24]([C:26]([F:27])([F:28])[F:29])[CH:23]=[CH:22][C:21]=3[C:30]3[CH:31]=[C:32]([C:39]4[CH:44]=[CH:43][C:42]([C:45]([OH:47])=[O:46])=[C:41]([CH3:49])[CH:40]=4)[C:33]([F:38])=[CH:34][C:35]=3[O:36][CH3:37])[C@H:14]2[CH3:50])[CH:6]=[C:7]([C:9]([F:12])([F:11])[F:10])[CH:8]=1. Given the reactants [F:1][C:2]([F:52])([F:51])[C:3]1[CH:4]=[C:5]([C@H:13]2[O:17][C:16](=[O:18])[N:15]([CH2:19][C:20]3[CH:25]=[C:24]([C:26]([F:29])([F:28])[F:27])[CH:23]=[CH:22][C:21]=3[C:30]3[CH:31]=[C:32]([C:39]4[CH:44]=[CH:43][C:42]([C:45]([O:47]C)=[O:46])=[C:41]([CH3:49])[CH:40]=4)[C:33]([F:38])=[CH:34][C:35]=3[O:36][CH3:37])[C@H:14]2[CH3:50])[CH:6]=[C:7]([C:9]([F:12])([F:11])[F:10])[CH:8]=1.O.[OH-].[Li+].O.Cl, predict the reaction product. (2) Given the reactants [Br:1][C:2]1[CH:7]=[CH:6][C:5]([CH2:8]O)=[CH:4][C:3]=1[F:10].[Br-:11], predict the reaction product. The product is: [F:10][C:3]1[CH:4]=[C:5]([CH:6]=[CH:7][C:2]=1[Br:1])[CH2:8][Br:11]. (3) Given the reactants [Br:1][C:2]1[CH:3]=[N:4][N:5]([CH:18]([CH3:20])[CH3:19])[C:6]=1[C:7]1[CH:12]=[C:11]([N+:13]([O-])=O)[CH:10]=[CH:9][C:8]=1[O:16][CH3:17].O.O.Cl[Sn]Cl, predict the reaction product. The product is: [Br:1][C:2]1[CH:3]=[N:4][N:5]([CH:18]([CH3:20])[CH3:19])[C:6]=1[C:7]1[CH:12]=[C:11]([NH2:13])[CH:10]=[CH:9][C:8]=1[O:16][CH3:17]. (4) Given the reactants OC1[C:17]([C:18]([C:6]2[CH:7]=[CH:8][CH:9]=[CH:10][CH:5]=2)(C)C)=N[C:5]2[C:10](C=1C(O)=O)=[CH:9][CH:8]=[C:7]1CC[CH2:17][CH2:18][C:6]=21.[C:28]([O:31]CC(=O)C(C1C=CC=CC=1)C)(=[O:30])[CH3:29].[F:43][C:44]([F:57])([F:56])[C:45]1[CH:46]=[CH:47][CH:48]=[C:49]2[C:53]=1[NH:52][C:51](=O)[C:50]2=[O:55].[OH-].[Na+], predict the reaction product. The product is: [OH:55][C:50]1[C:51]([CH:18]([C:6]2[CH:7]=[CH:8][CH:9]=[CH:10][CH:5]=2)[CH3:17])=[N:52][C:53]2[C:49]([C:29]=1[C:28]([OH:31])=[O:30])=[CH:48][CH:47]=[CH:46][C:45]=2[C:44]([F:43])([F:56])[F:57]. (5) Given the reactants Cl.[NH2:2][CH:3]1[CH2:7][CH:6]([CH2:8][OH:9])[CH:5]=[CH:4]1.[OH-].[Na+].[C:12]([O:16][C:17](F)=[O:18])([CH3:15])([CH3:14])[CH3:13].Cl, predict the reaction product. The product is: [C:17]([C:3]1([NH2:2])[CH2:7][CH:6]([CH2:8][OH:9])[CH:5]=[CH:4]1)([O:16][C:12]([CH3:15])([CH3:14])[CH3:13])=[O:18]. (6) Given the reactants [C:1]([C:4]1[CH:9]=[C:8]([Cl:10])[CH:7]=[CH:6][N:5]=1)(=O)[CH3:2].[CH3:11][N:12]1[C:16]2[CH:17]=[CH:18][CH:19]=[CH:20][C:15]=2[N:14]=[C:13]1[NH:21][NH2:22], predict the reaction product. The product is: [CH3:11][N:12]1[C:16]2[CH:17]=[CH:18][CH:19]=[CH:20][C:15]=2[N:14]=[C:13]1[NH:21][N:22]=[C:1]([C:4]1[CH:9]=[C:8]([Cl:10])[CH:7]=[CH:6][N:5]=1)[CH3:2].